This data is from Catalyst prediction with 721,799 reactions and 888 catalyst types from USPTO. The task is: Predict which catalyst facilitates the given reaction. (1) Reactant: [NH2:1][C:2]1[CH:15]=[CH:14][C:5]([O:6][C:7]2[CH:12]=[CH:11][N:10]=[C:9]([NH2:13])[CH:8]=2)=[CH:4][CH:3]=1.[CH3:16][N:17]1[C:21]([CH3:22])=[C:20]([C:23](O)=[O:24])[C:19](=[O:26])[N:18]1[C:27]1[CH:32]=[CH:31][CH:30]=[CH:29][CH:28]=1.CCN=C=NCCCN(C)C.C1C=NC2N(O)N=NC=2C=1. Product: [NH2:13][C:9]1[CH:8]=[C:7]([O:6][C:5]2[CH:14]=[CH:15][C:2]([NH:1][C:23]([C:20]3[C:19](=[O:26])[N:18]([C:27]4[CH:28]=[CH:29][CH:30]=[CH:31][CH:32]=4)[N:17]([CH3:16])[C:21]=3[CH3:22])=[O:24])=[CH:3][CH:4]=2)[CH:12]=[CH:11][N:10]=1. The catalyst class is: 2. (2) Reactant: [O:1]1[C:5]([C:6]2[CH:7]=[CH:8][C:9]([CH3:19])=[C:10]([C:12]3[CH:13]=[CH:14][C:15]([NH2:18])=[N:16][CH:17]=3)[CH:11]=2)=[CH:4][CH:3]=[N:2]1.C(Cl)CCl.[CH3:24][C:25]1[N:26]=[N:27][S:28][C:29]=1[C:30](O)=[O:31]. Product: [O:1]1[C:5]([C:6]2[CH:7]=[CH:8][C:9]([CH3:19])=[C:10]([C:12]3[CH:13]=[CH:14][C:15]([NH:18][C:30]([C:29]4[S:28][N:27]=[N:26][C:25]=4[CH3:24])=[O:31])=[N:16][CH:17]=3)[CH:11]=2)=[CH:4][CH:3]=[N:2]1. The catalyst class is: 2. (3) Reactant: [O:1]=[C:2]([OH:14])[C@@H:3]([C@H:5]([C@@H:7]([C@@H:9]([C:11]([O-:13])=[O:12])[OH:10])[OH:8])[OH:6])[OH:4].[K+]. Product: [O:1]=[C:2]([OH:14])[C@@H:3]([C@H:5]([C@@H:7]([C@@H:9]([C:11]([OH:13])=[O:12])[OH:10])[OH:8])[OH:6])[OH:4]. The catalyst class is: 6. (4) Reactant: [CH3:1][Si](C=[N+]=[N-])(C)C.[Br:8][C:9]1[CH:17]=[N:16][CH:15]=[C:14]([NH:18][C:19]2[CH:24]=[CH:23][CH:22]=[CH:21][C:20]=2[F:25])[C:10]=1[C:11]([OH:13])=[O:12]. Product: [CH3:1][O:12][C:11](=[O:13])[C:10]1[C:14]([NH:18][C:19]2[CH:24]=[CH:23][CH:22]=[CH:21][C:20]=2[F:25])=[CH:15][N:16]=[CH:17][C:9]=1[Br:8]. The catalyst class is: 36. (5) Reactant: [NH2:1][C:2]([C:4]1[CH:5]=[C:6]([CH:10]=[C:11]([C:13]([N:15]([CH2:19][CH2:20][CH3:21])[CH2:16][CH2:17][CH3:18])=[O:14])[CH:12]=1)[C:7](O)=[O:8])=[O:3].C1C=CC2N(O)N=NC=2C=1.C(N(CC)CC)C.FC(F)(F)C(O)=O.[NH2:46][C@@H:47]([CH2:61][C:62]1[CH:67]=[C:66](F)[CH:65]=[C:64](F)[CH:63]=1)[C@H:48]([OH:60])[CH2:49][NH:50][CH2:51][C:52]1[CH:57]=[CH:56][CH:55]=[C:54]([O:58][CH3:59])[CH:53]=1. Product: [CH2:61]([C@H:47]([NH:46][C:7]([C:6]1[CH:5]=[C:4]([C:2]([NH2:1])=[O:3])[CH:12]=[C:11]([C:13]([N:15]([CH2:19][CH2:20][CH3:21])[CH2:16][CH2:17][CH3:18])=[O:14])[CH:10]=1)=[O:8])[C@H:48]([OH:60])[CH2:49][NH:50][CH2:51][C:52]1[CH:57]=[CH:56][CH:55]=[C:54]([O:58][CH3:59])[CH:53]=1)[C:62]1[CH:67]=[CH:66][CH:65]=[CH:64][CH:63]=1. The catalyst class is: 607. (6) Reactant: CO.Cl.[CH3:4][O:5][NH2:6].[CH3:7][CH:8]1[O:12][CH:11](O)[CH:10]([S:14][C:15]2[CH:20]=[CH:19][CH:18]=[CH:17][N:16]=2)[CH2:9]1. Product: [CH3:4][O:5][N:6]=[CH:11][CH:10]([S:14][C:15]1[CH:20]=[CH:19][CH:18]=[CH:17][N:16]=1)[CH2:9][CH:8]([OH:12])[CH3:7]. The catalyst class is: 66. (7) Product: [ClH:38].[CH2:24]1[C:23]2[CH:36]=[CH:37][C:20]([C:17]3[N:16]=[C:15]([C:5]4[CH:6]=[CH:7][C:8]([O:9][CH2:10][C:11]([F:13])([F:12])[F:14])=[C:3]([CH:4]=4)[C:1]#[N:2])[O:19][N:18]=3)=[CH:21][C:22]=2[CH2:28][CH2:27][NH:26][CH2:25]1. Reactant: [C:1]([C:3]1[CH:4]=[C:5]([C:15]2[O:19][N:18]=[C:17]([C:20]3[CH:37]=[CH:36][C:23]4[CH2:24][CH2:25][N:26](C(OC(C)(C)C)=O)[CH2:27][CH2:28][C:22]=4[CH:21]=3)[N:16]=2)[CH:6]=[CH:7][C:8]=1[O:9][CH2:10][C:11]([F:14])([F:13])[F:12])#[N:2].[ClH:38]. The catalyst class is: 12. (8) Reactant: [S:1]1[C:5]2[CH:6]=[CH:7][CH:8]=[CH:9][C:4]=2[N:3]=[C:2]1[C:10]1[CH:11]=[C:12]2[C:17](=[CH:18][C:19]=1[NH:20][C:21](=[O:23])[CH3:22])[CH2:16][NH:15][CH2:14][CH2:13]2.[CH:24](=O)[CH3:25].C(O)(=O)C.C(O[BH-](OC(=O)C)OC(=O)C)(=O)C.[Na+].C(=O)(O)[O-].[Na+]. Product: [S:1]1[C:5]2[CH:6]=[CH:7][CH:8]=[CH:9][C:4]=2[N:3]=[C:2]1[C:10]1[CH:11]=[C:12]2[C:17](=[CH:18][C:19]=1[NH:20][C:21](=[O:23])[CH3:22])[CH2:16][N:15]([CH2:24][CH3:25])[CH2:14][CH2:13]2. The catalyst class is: 701. (9) Reactant: [Br:1][C:2]1[CH:7]=[CH:6][CH:5]=[CH:4][C:3]=1[CH:8]1[C:10]([CH3:11])=[N:9]1. Product: [Br:1][C:2]1[CH:7]=[CH:6][CH:5]=[C:4]2[C:3]=1[CH:8]=[C:10]([CH3:11])[NH:9]2. The catalyst class is: 113. (10) Reactant: [C:1]([O:5][C:6](=[O:31])[NH:7][C@@H:8]([CH2:28][CH:29]=O)[CH2:9][O:10][Si:11]([C:24]([CH3:27])([CH3:26])[CH3:25])([C:18]1[CH:23]=[CH:22][CH:21]=[CH:20][CH:19]=1)[C:12]1[CH:17]=[CH:16][CH:15]=[CH:14][CH:13]=1)([CH3:4])([CH3:3])[CH3:2].[CH2:32]([NH2:39])[C:33]1[CH:38]=[CH:37][CH:36]=[CH:35][CH:34]=1.[Na]. Product: [C:1]([O:5][C:6](=[O:31])[NH:7][C@@H:8]([CH2:28][CH2:29][NH:39][CH2:32][C:33]1[CH:38]=[CH:37][CH:36]=[CH:35][CH:34]=1)[CH2:9][O:10][Si:11]([C:24]([CH3:26])([CH3:27])[CH3:25])([C:18]1[CH:19]=[CH:20][CH:21]=[CH:22][CH:23]=1)[C:12]1[CH:13]=[CH:14][CH:15]=[CH:16][CH:17]=1)([CH3:3])([CH3:2])[CH3:4]. The catalyst class is: 26.